From a dataset of Peptide-MHC class I binding affinity with 185,985 pairs from IEDB/IMGT. Regression. Given a peptide amino acid sequence and an MHC pseudo amino acid sequence, predict their binding affinity value. This is MHC class I binding data. (1) The peptide sequence is YLKKWLNSF. The MHC is HLA-A26:01 with pseudo-sequence HLA-A26:01. The binding affinity (normalized) is 0.949. (2) The peptide sequence is EPIPMSTYGW. The MHC is HLA-A26:01 with pseudo-sequence HLA-A26:01. The binding affinity (normalized) is 0.0194.